From a dataset of Experimentally validated miRNA-target interactions with 360,000+ pairs, plus equal number of negative samples. Binary Classification. Given a miRNA mature sequence and a target amino acid sequence, predict their likelihood of interaction. (1) The miRNA is hsa-miR-4786-5p with sequence UGAGACCAGGACUGGAUGCACC. The protein sequence of the target gene is MDTRTPEVPCGDLLQNAAENLLLEVEEHFQALTTTLNLRMEEMGSRIEDLQRNVDDLMTQAGIENSIKEPAT. Result: 0 (no interaction). (2) The miRNA is hsa-miR-5589-5p with sequence GGCUGGGUGCUCUUGUGCAGU. The protein sequence of the target gene is MSTRYHQAASDSYLELLKEATKRDLNLSDEDGMTPTLLAAYHGNLEALEIICSRGGDPDRCDIWGNTPLHFAASNGHAHCVSFLVNFGANIFALDNDLQTPLDAAASREQNECVALLDKAATAQNIMNPKKVTRLKEQAQKNARRQIKECERLQEKHQNKMAHTYSKEESGTLSSSKGTFSRSSPSNASAPGTFGSLSKGIKDTFKIKFKKNKDTAEQVGKEGRSGQRNVMEVFREEEEDSFSGDFKEKLQLSAEEDGSVHHESILNRPGLGSIVFRRNRISSPEDISDSKREFGFKLPS.... Result: 1 (interaction).